From a dataset of Reaction yield outcomes from USPTO patents with 853,638 reactions. Predict the reaction yield, written as a fraction of the theoretical maximum amount of product (1.0 means a 100% yield; for example, 0.34 means a 34% yield). (1) The reactants are Cl[CH2:2][C:3]1[N:12]([C:13]2[CH:18]=[CH:17][CH:16]=[CH:15][C:14]=2[Cl:19])[C:11](=[O:20])[C:10]2[C:5](=[CH:6][C:7]([O:23][CH3:24])=[C:8]([O:21][CH3:22])[CH:9]=2)[N:4]=1.O.[SH:26][C:27]1[N:35]=[CH:34][N:33]=[C:32]2[C:28]=1[NH:29][CH:30]=[N:31]2.C([O-])([O-])=O.[K+].[K+]. The catalyst is CN(C=O)C. The product is [Cl:19][C:14]1[CH:15]=[CH:16][CH:17]=[CH:18][C:13]=1[N:12]1[C:11](=[O:20])[C:10]2[C:5](=[CH:6][C:7]([O:23][CH3:24])=[C:8]([O:21][CH3:22])[CH:9]=2)[N:4]=[C:3]1[CH2:2][S:26][C:27]1[N:35]=[CH:34][N:33]=[C:32]2[C:28]=1[N:29]=[CH:30][NH:31]2. The yield is 0.650. (2) The reactants are C([S:4][C@H:5]1[C:10]([C:11]([O:13][CH2:14][CH3:15])=[O:12])=[CH:9][CH2:8][O:7][CH2:6]1)(=O)C.Cl.C(O)C.C(=O)([O-])O.[Na+]. The catalyst is C(O)C. The product is [SH:4][C@H:5]1[C:10]([C:11]([O:13][CH2:14][CH3:15])=[O:12])=[CH:9][CH2:8][O:7][CH2:6]1. The yield is 0.910. (3) The reactants are CON(C)[C:4]([C:6]1[CH:11]=[CH:10][N:9]=[C:8]([C:12]([F:15])([F:14])[F:13])[N:7]=1)=[O:5].[CH3:17][Mg]I. The catalyst is CN(C=O)C.CCOCC. The product is [F:15][C:12]([F:13])([F:14])[C:8]1[N:7]=[C:6]([C:4](=[O:5])[CH3:17])[CH:11]=[CH:10][N:9]=1. The yield is 0.550.